Dataset: Peptide-MHC class II binding affinity with 134,281 pairs from IEDB. Task: Regression. Given a peptide amino acid sequence and an MHC pseudo amino acid sequence, predict their binding affinity value. This is MHC class II binding data. (1) The peptide sequence is SQDLELSWNLRGLQAY. The MHC is HLA-DQA10101-DQB10501 with pseudo-sequence HLA-DQA10101-DQB10501. The binding affinity (normalized) is 0.690. (2) The peptide sequence is ELQLKDGRRIVVPCR. The MHC is DRB1_1301 with pseudo-sequence DRB1_1301. The binding affinity (normalized) is 0.750. (3) The peptide sequence is GKGTLDGQGKAVWGK. The MHC is DRB4_0101 with pseudo-sequence DRB4_0103. The binding affinity (normalized) is 0.283.